This data is from Reaction yield outcomes from USPTO patents with 853,638 reactions. The task is: Predict the reaction yield, written as a fraction of the theoretical maximum amount of product (1.0 means a 100% yield; for example, 0.34 means a 34% yield). (1) The reactants are [CH3:1][O:2][C:3]1[CH:4]=[C:5]([C:11](=[O:18])[CH2:12][CH2:13][CH2:14][CH2:15][CH2:16][CH3:17])[CH:6]=[C:7]([O:9][CH3:10])[CH:8]=1.[CH2:19](O)[CH2:20][OH:21].O.C1(C)C=CC(S(O)(=O)=O)=CC=1. The catalyst is C1(C)C=CC=CC=1. The product is [CH3:10][O:9][C:7]1[CH:6]=[C:5]([C:11]2([CH2:12][CH2:13][CH2:14][CH2:15][CH2:16][CH3:17])[O:21][CH2:20][CH2:19][O:18]2)[CH:4]=[C:3]([O:2][CH3:1])[CH:8]=1. The yield is 0.900. (2) The reactants are C(Cl)(=O)C.OC=[C:7]1[C:15]2[C:10](=[CH:11][CH:12]=[C:13]([C:16]([C:18]3[CH:23]=[CH:22][C:21]([NH:24][C:25]([C:27]4N(CC)N=C(C)C=4)=[O:26])=[CH:20][CH:19]=3)=[O:17])[CH:14]=2)[NH:9][C:8]1=[O:35]. The catalyst is C1COCC1. The product is [O:35]=[C:8]1[CH2:7][C:15]2[C:10](=[CH:11][CH:12]=[C:13]([C:16]([C:18]3[CH:23]=[CH:22][C:21]([NH:24][C:25](=[O:26])[CH3:27])=[CH:20][CH:19]=3)=[O:17])[CH:14]=2)[NH:9]1. The yield is 0.830. (3) The catalyst is N1CCCCC1.C(O)C. The yield is 0.610. The product is [CH3:1][O:2][C:3](=[O:17])[C:4]1[CH:9]=[CH:8][C:7]([C:10]2[S:11][C:12]([CH:15]=[C:21]3[S:20][C:19](=[S:18])[N:23]([CH2:24][C:25]4[CH:26]=[C:27]([O:35][CH3:36])[C:28]([O:33][CH3:34])=[C:29]([O:31][CH3:32])[CH:30]=4)[C:22]3=[O:37])=[CH:13][CH:14]=2)=[CH:6][CH:5]=1. The reactants are [CH3:1][O:2][C:3](=[O:17])[C:4]1[CH:9]=[CH:8][C:7]([C:10]2[S:11][C:12]([CH:15]=O)=[CH:13][CH:14]=2)=[CH:6][CH:5]=1.[S:18]=[C:19]1[N:23]([CH2:24][C:25]2[CH:30]=[C:29]([O:31][CH3:32])[C:28]([O:33][CH3:34])=[C:27]([O:35][CH3:36])[CH:26]=2)[C:22](=[O:37])[CH2:21][S:20]1.